From a dataset of Reaction yield outcomes from USPTO patents with 853,638 reactions. Predict the reaction yield, written as a fraction of the theoretical maximum amount of product (1.0 means a 100% yield; for example, 0.34 means a 34% yield). (1) The reactants are N#N.[FH:3].[F-:4].[K+].[C:6]1([S:12]([F:15])([F:14])[F:13])[CH:11]=[CH:10][CH:9]=[CH:8][CH:7]=1. No catalyst specified. The product is [C:6]1([S:12]([F:4])([F:3])([F:15])([F:14])[F:13])[CH:11]=[CH:10][CH:9]=[CH:8][CH:7]=1. The yield is 0.730. (2) The reactants are [C:1]1([CH2:7][CH2:8][C@H:9]([C:11]2[CH:16]=[CH:15][CH:14]=[C:13]([O:17][CH2:18][C:19]([O:21][C:22]([CH3:25])([CH3:24])[CH3:23])=[O:20])[CH:12]=2)[OH:10])[CH:6]=[CH:5][CH:4]=[CH:3][CH:2]=1.[O:26]=[C:27]([N:35]1[CH2:40][CH2:39][CH2:38][CH2:37][C@H:36]1[C:41](O)=[O:42])[C:28](=[O:34])[C:29]([CH3:33])([CH3:32])[CH2:30][CH3:31].C1(N=C=NC2CCCCC2)CCCCC1. The catalyst is C(Cl)Cl.CN(C)C1C=CN=CC=1. The product is [CH3:32][C:29]([CH3:33])([CH2:30][CH3:31])[C:28](=[O:34])[C:27]([N:35]1[CH2:40][CH2:39][CH2:38][CH2:37][C@H:36]1[C:41]([O:10][C@@H:9]([C:11]1[CH:16]=[CH:15][CH:14]=[C:13]([O:17][CH2:18][C:19]([O:21][C:22]([CH3:25])([CH3:24])[CH3:23])=[O:20])[CH:12]=1)[CH2:8][CH2:7][C:1]1[CH:2]=[CH:3][CH:4]=[CH:5][CH:6]=1)=[O:42])=[O:26]. The yield is 0.820. (3) The reactants are [C:1]([O:4][CH2:5][C:6]1[CH:11]=[C:10](OS(C(F)(F)F)(=O)=O)[C:9]([O:20][CH2:21][C:22]2[CH:27]=[CH:26][C:25]([O:28][CH3:29])=[CH:24][CH:23]=2)=[CH:8][N:7]=1)(=[O:3])[CH3:2].C(N(CC)CC)C.[CH3:37][Si:38]([C:41]#[CH:42])([CH3:40])[CH3:39]. The catalyst is C(#N)C.[Cu]I.Cl[Pd](Cl)([P](C1C=CC=CC=1)(C1C=CC=CC=1)C1C=CC=CC=1)[P](C1C=CC=CC=1)(C1C=CC=CC=1)C1C=CC=CC=1. The product is [C:1]([O:4][CH2:5][C:6]1[CH:11]=[C:10]([C:42]#[C:41][Si:38]([CH3:40])([CH3:39])[CH3:37])[C:9]([O:20][CH2:21][C:22]2[CH:27]=[CH:26][C:25]([O:28][CH3:29])=[CH:24][CH:23]=2)=[CH:8][N:7]=1)(=[O:3])[CH3:2]. The yield is 0.960. (4) The reactants are C(OC([N:8]([CH2:41][CH2:42][O:43][CH3:44])[C:9]1[N:14]=[C:13]([CH2:15][CH2:16][O:17][C:18]2[CH:40]=[CH:39][C:21]([CH2:22][C@@H:23]([C:35]([O:37][CH3:38])=[O:36])[NH:24][C:25]([C:27]3[C:32]([Cl:33])=[CH:31][CH:30]=[CH:29][C:28]=3[Cl:34])=[O:26])=[CH:20][CH:19]=2)[CH:12]=[CH:11][CH:10]=1)=O)(C)(C)C.C(O)(C(F)(F)F)=O.N. The catalyst is C(Cl)Cl.CO. The product is [Cl:34][C:28]1[CH:29]=[CH:30][CH:31]=[C:32]([Cl:33])[C:27]=1[C:25]([NH:24][C@H:23]([C:35]([O:37][CH3:38])=[O:36])[CH2:22][C:21]1[CH:20]=[CH:19][C:18]([O:17][CH2:16][CH2:15][C:13]2[CH:12]=[CH:11][CH:10]=[C:9]([NH:8][CH2:41][CH2:42][O:43][CH3:44])[N:14]=2)=[CH:40][CH:39]=1)=[O:26]. The yield is 0.340. (5) The reactants are Cl[CH2:2][C:3]1[CH:8]=[CH:7][C:6]([CH2:9][N:10]([CH2:18][C:19]2[CH:24]=[CH:23][CH:22]=[CH:21][N:20]=2)[C:11](=[O:17])[O:12][C:13]([CH3:16])([CH3:15])[CH3:14])=[CH:5][CH:4]=1.[NH:25]1[C:29]2[CH:30]=[CH:31][CH:32]=[CH:33][C:28]=2[N:27]=[C:26]1[CH2:34][N:35]([CH3:46])[CH:36]1[C:45]2[N:44]=[CH:43][CH:42]=[CH:41][C:40]=2[CH2:39][CH2:38][CH2:37]1.CN(CC1N(CC2C=NC=CC=2)C2C=CC=CC=2N=1)C1C2N=CC=CC=2CCC1. No catalyst specified. The product is [CH3:46][N:35]([CH2:34][C:26]1[N:25]([CH2:2][C:3]2[CH:8]=[CH:7][C:6]([CH2:9][N:10]([CH2:18][C:19]3[CH:24]=[CH:23][CH:22]=[CH:21][N:20]=3)[C:11](=[O:17])[O:12][C:13]([CH3:16])([CH3:15])[CH3:14])=[CH:5][CH:4]=2)[C:29]2[CH:30]=[CH:31][CH:32]=[CH:33][C:28]=2[N:27]=1)[CH:36]1[C:45]2[N:44]=[CH:43][CH:42]=[CH:41][C:40]=2[CH2:39][CH2:38][CH2:37]1. The yield is 0.480.